From a dataset of Full USPTO retrosynthesis dataset with 1.9M reactions from patents (1976-2016). Predict the reactants needed to synthesize the given product. (1) Given the product [Cl:1][C:2]1[CH:7]=[C:6]([C:12]#[C:11][C:10]([CH3:14])([CH3:13])[CH3:9])[N:5]=[CH:4][N:3]=1, predict the reactants needed to synthesize it. The reactants are: [Cl:1][C:2]1[CH:7]=[C:6](Cl)[N:5]=[CH:4][N:3]=1.[CH3:9][C:10]([CH3:14])([CH3:13])[C:11]#[CH:12].C(N(CC)CC)C.C1(P(C2C=CC=CC=2)C2C=CC=CC=2)C=CC=CC=1. (2) Given the product [C:11]([O:15][C:16]([N:18]1[CH2:23][CH2:22][N:21]([C:9]2[CH:8]=[CH:7][C:4]([C:5]#[N:6])=[CH:3][C:2]=2[F:1])[CH2:20][CH2:19]1)=[O:17])([CH3:14])([CH3:12])[CH3:13], predict the reactants needed to synthesize it. The reactants are: [F:1][C:2]1[CH:3]=[C:4]([CH:7]=[CH:8][C:9]=1F)[C:5]#[N:6].[C:11]([O:15][C:16]([N:18]1[CH2:23][CH2:22][NH:21][CH2:20][CH2:19]1)=[O:17])([CH3:14])([CH3:13])[CH3:12].C(N(CC)CC)C.